Dataset: KCNQ2 potassium channel screen with 302,405 compounds. Task: Binary Classification. Given a drug SMILES string, predict its activity (active/inactive) in a high-throughput screening assay against a specified biological target. The result is 0 (inactive). The molecule is O=C1Nc2c(/C1=C\c1c3c(ncc1)cccc3)cccc2.